Dataset: Forward reaction prediction with 1.9M reactions from USPTO patents (1976-2016). Task: Predict the product of the given reaction. Given the reactants [CH3:1][C:2]1[CH:8]=[CH:7][C:5]([NH2:6])=[CH:4][C:3]=1[N:9]1[C:16]2[N:12]([N:13]=[C:14]([C:17]3[CH:18]=[N:19][CH:20]=[CH:21][CH:22]=3)[CH:15]=2)[CH:11]=[CH:10]1.[C:23]([C:27]1[CH:28]=[C:29]([CH:33]=[C:34]([C:36]([OH:39])([CH3:38])[CH3:37])[CH:35]=1)[C:30](O)=[O:31])([CH3:26])([CH3:25])[CH3:24], predict the reaction product. The product is: [C:23]([C:27]1[CH:28]=[C:29]([CH:33]=[C:34]([C:36]([OH:39])([CH3:38])[CH3:37])[CH:35]=1)[C:30]([NH:6][C:5]1[CH:7]=[CH:8][C:2]([CH3:1])=[C:3]([N:9]2[C:16]3[N:12]([N:13]=[C:14]([C:17]4[CH:18]=[N:19][CH:20]=[CH:21][CH:22]=4)[CH:15]=3)[CH:11]=[CH:10]2)[CH:4]=1)=[O:31])([CH3:26])([CH3:24])[CH3:25].